From a dataset of Cav3 T-type calcium channel HTS with 100,875 compounds. Binary Classification. Given a drug SMILES string, predict its activity (active/inactive) in a high-throughput screening assay against a specified biological target. The result is 0 (inactive). The compound is S(c1n(CCCCC)c2c(n(c(=O)[nH]c2=O)C)n1)c1sc2c(n1)cccc2.